Dataset: Reaction yield outcomes from USPTO patents with 853,638 reactions. Task: Predict the reaction yield, written as a fraction of the theoretical maximum amount of product (1.0 means a 100% yield; for example, 0.34 means a 34% yield). (1) The reactants are F[P-](F)(F)(F)(F)F.N1(OC(N(C)C)=[N+](C)C)C2N=CC=CC=2N=N1.[F:25][C:26]1[CH:31]=[C:30]([CH2:32][S:33][C:34]2[C:39]([C:40]([OH:42])=O)=[CH:38][CH:37]=[CH:36][N:35]=2)[CH:29]=[CH:28][N:27]=1.[NH2:43][C:44]1[CH:49]=[C:48]([CH3:50])[CH:47]=[C:46]([CH3:51])[CH:45]=1.C(N(CC)C(C)C)(C)C. The catalyst is CN(C)C=O.C(OCC)(=O)C. The product is [CH3:51][C:46]1[CH:45]=[C:44]([NH:43][C:40]([C:39]2[C:34]([S:33][CH2:32][C:30]3[CH:29]=[CH:28][N:27]=[C:26]([F:25])[CH:31]=3)=[N:35][CH:36]=[CH:37][CH:38]=2)=[O:42])[CH:49]=[C:48]([CH3:50])[CH:47]=1. The yield is 0.440. (2) The reactants are [CH3:1][NH:2][C:3]([C:5]1[CH:6]=[C:7]2[C:11](=[CH:12][C:13]=1[Br:14])[NH:10][C:9](=[O:15])[CH2:8]2)=[O:4].[H-].[Na+].Cl[C:19]1[C:28]2[C:23](=[CH:24][C:25]([O:29][CH2:30][CH2:31][CH2:32][N:33]3[CH2:38][CH2:37][O:36][CH2:35][CH2:34]3)=[CH:26][CH:27]=2)[N:22]=[CH:21][N:20]=1. The catalyst is CN(C)C=O. The product is [CH3:1][NH:2][C:3]([C:5]1[CH:6]=[C:7]2[C:11](=[CH:12][C:13]=1[Br:14])[NH:10][C:9](=[O:15])[CH:8]2[C:19]1[C:28]2[C:23](=[CH:24][C:25]([O:29][CH2:30][CH2:31][CH2:32][N:33]3[CH2:38][CH2:37][O:36][CH2:35][CH2:34]3)=[CH:26][CH:27]=2)[N:22]=[CH:21][N:20]=1)=[O:4]. The yield is 0.300. (3) The catalyst is C1COCC1.[Zn].Cl[Ti](Cl)(Cl)Cl. The yield is 0.640. The reactants are [Br:1][C:2]1[CH:7]=[CH:6][C:5]([C:8]([C:10]2[CH:15]=[CH:14][C:13]([OH:16])=[C:12]([Cl:17])[CH:11]=2)=O)=[CH:4][CH:3]=1.[C:18]1(=O)[CH2:24][CH2:23][CH2:22][CH2:21][CH2:20][CH2:19]1.C([O-])([O-])=O.[K+].[K+]. The product is [Br:1][C:2]1[CH:7]=[CH:6][C:5]([C:8](=[C:18]2[CH2:24][CH2:23][CH2:22][CH2:21][CH2:20][CH2:19]2)[C:10]2[CH:15]=[CH:14][C:13]([OH:16])=[C:12]([Cl:17])[CH:11]=2)=[CH:4][CH:3]=1. (4) The reactants are [I:1][C:2]1[CH:8]=[CH:7][C:5]([NH2:6])=[CH:4][CH:3]=1.C(N(CC)CC)C.[CH2:16]([O:18][C:19](=[O:25])[CH2:20][S:21](Cl)(=[O:23])=[O:22])[CH3:17].Cl. The catalyst is C(OCC)(=O)C.O. The product is [CH2:16]([O:18][C:19](=[O:25])[CH2:20][S:21](=[O:23])(=[O:22])[NH:6][C:5]1[CH:7]=[CH:8][C:2]([I:1])=[CH:3][CH:4]=1)[CH3:17]. The yield is 0.920. (5) The reactants are Br[C:2]1[C:10]2[C:5](=[CH:6][CH:7]=[C:8]([N+:11]([O-:13])=[O:12])[CH:9]=2)[NH:4][N:3]=1.CC1(C)C(C)(C)OB([C:22]2[CH2:27][CH2:26][N:25]([C:28]([O:30][C:31]([CH3:34])([CH3:33])[CH3:32])=[O:29])[CH2:24][CH:23]=2)O1.C([O-])([O-])=O.[Na+].[Na+]. The catalyst is O1CCOCC1.C1C=CC([P]([Pd]([P](C2C=CC=CC=2)(C2C=CC=CC=2)C2C=CC=CC=2)([P](C2C=CC=CC=2)(C2C=CC=CC=2)C2C=CC=CC=2)[P](C2C=CC=CC=2)(C2C=CC=CC=2)C2C=CC=CC=2)(C2C=CC=CC=2)C2C=CC=CC=2)=CC=1. The product is [N+:11]([C:8]1[CH:9]=[C:10]2[C:5](=[CH:6][CH:7]=1)[NH:4][N:3]=[C:2]2[C:22]1[CH2:27][CH2:26][N:25]([C:28]([O:30][C:31]([CH3:34])([CH3:33])[CH3:32])=[O:29])[CH2:24][CH:23]=1)([O-:13])=[O:12]. The yield is 0.900. (6) The reactants are [Cl:1][C:2]1[CH:34]=[CH:33][CH:32]=[C:31]([C:35]([F:38])([F:37])[F:36])[C:3]=1[C:4]([N:6]1[C:14]2[C:9](=[CH:10][CH:11]=[C:12]([C:15]3[NH:19][CH:18]=[N:17][N:16]=3)[CH:13]=2)[C:8]([C:20]2[CH:29]=[CH:28][C:23]([C:24]([O:26]C)=[O:25])=[CH:22][C:21]=2[F:30])=[N:7]1)=[O:5].[Li+].[OH-].Cl. The catalyst is C1COCC1.O. The product is [Cl:1][C:2]1[CH:34]=[CH:33][CH:32]=[C:31]([C:35]([F:38])([F:37])[F:36])[C:3]=1[C:4]([N:6]1[C:14]2[C:9](=[CH:10][CH:11]=[C:12]([C:15]3[NH:19][CH:18]=[N:17][N:16]=3)[CH:13]=2)[C:8]([C:20]2[CH:29]=[CH:28][C:23]([C:24]([OH:26])=[O:25])=[CH:22][C:21]=2[F:30])=[N:7]1)=[O:5]. The yield is 0.960.